From a dataset of Full USPTO retrosynthesis dataset with 1.9M reactions from patents (1976-2016). Predict the reactants needed to synthesize the given product. (1) Given the product [Cl:1][C:2]1[CH:9]=[C:8]([CH:7]=[C:4]([C:5]#[N:6])[CH:3]=1)[O:10][C:11]1[C:12](=[O:21])[N:13]([CH2:29][C:30]2[C:38]3[C:33](=[N:34][CH:35]=[CH:36][CH:37]=3)[N:32]([C:39]([O:41][C:42]([CH3:45])([CH3:44])[CH3:43])=[O:40])[N:31]=2)[CH:14]=[CH:15][C:16]=1[C:17]([F:18])([F:19])[F:20], predict the reactants needed to synthesize it. The reactants are: [Cl:1][C:2]1[CH:3]=[C:4]([CH:7]=[C:8]([O:10][C:11]2[C:12](=[O:21])[NH:13][CH:14]=[CH:15][C:16]=2[C:17]([F:20])([F:19])[F:18])[CH:9]=1)[C:5]#[N:6].C(=O)([O-])[O-].[K+].[K+].Br[CH2:29][C:30]1[C:38]2[C:33](=[N:34][CH:35]=[CH:36][CH:37]=2)[N:32]([C:39]([O:41][C:42]([CH3:45])([CH3:44])[CH3:43])=[O:40])[N:31]=1. (2) Given the product [Cl:1][C:2]1[CH:7]=[C:6]([N:15]2[CH2:16][CH2:17][CH:12]([C:11]([F:19])([F:18])[F:10])[CH2:13][CH2:14]2)[C:5]([F:9])=[CH:4][N:3]=1, predict the reactants needed to synthesize it. The reactants are: [Cl:1][C:2]1[CH:7]=[C:6](I)[C:5]([F:9])=[CH:4][N:3]=1.[F:10][C:11]([F:19])([F:18])[CH:12]1[CH2:17][CH2:16][NH:15][CH2:14][CH2:13]1.C1C=CC(P(C2C(C3C(P(C4C=CC=CC=4)C4C=CC=CC=4)=CC=C4C=3C=CC=C4)=C3C(C=CC=C3)=CC=2)C2C=CC=CC=2)=CC=1.C(O[Na])(C)(C)C.